From a dataset of Reaction yield outcomes from USPTO patents with 853,638 reactions. Predict the reaction yield, written as a fraction of the theoretical maximum amount of product (1.0 means a 100% yield; for example, 0.34 means a 34% yield). The reactants are CC1(C)C2C=CC=C(P(C3C=CC=CC=3)C3C=CC=CC=3)C=2OC2C1=CC=CC=2P(C1C=CC=CC=1)C1C=CC=CC=1.Br[C:44]1[O:48][C:47]([C:49]2[C:54]([F:55])=[CH:53][CH:52]=[CH:51][C:50]=2[F:56])=[N:46][C:45]=1[C:57]#[N:58].[NH2:59][C:60]1[CH:68]=[CH:67][C:63]([C:64]([OH:66])=[O:65])=[CH:62][CH:61]=1.C(=O)([O-])[O-].[Cs+].[Cs+]. The catalyst is C(O)CCC.O1CCOCC1.CCOC(C)=O.C1C=CC(/C=C/C(/C=C/C2C=CC=CC=2)=O)=CC=1.C1C=CC(/C=C/C(/C=C/C2C=CC=CC=2)=O)=CC=1.C1C=CC(/C=C/C(/C=C/C2C=CC=CC=2)=O)=CC=1.[Pd].[Pd]. The product is [C:57]([C:45]1[N:46]=[C:47]([C:49]2[C:54]([F:55])=[CH:53][CH:52]=[CH:51][C:50]=2[F:56])[O:48][C:44]=1[NH:59][C:60]1[CH:68]=[CH:67][C:63]([C:64]([OH:66])=[O:65])=[CH:62][CH:61]=1)#[N:58]. The yield is 0.140.